From a dataset of Full USPTO retrosynthesis dataset with 1.9M reactions from patents (1976-2016). Predict the reactants needed to synthesize the given product. Given the product [Br:1][C:2]1[CH:7]=[CH:6][C:5]([C:8]([N:10]2[CH2:11][CH2:12][O:13][CH2:14][CH2:15]2)=[O:9])=[C:4]([CH:3]=1)[CH2:16][N:22]1[C:18](=[O:28])[C:19]2[C:20](=[CH:24][CH:25]=[CH:26][CH:27]=2)[C:21]1=[O:23], predict the reactants needed to synthesize it. The reactants are: [Br:1][C:2]1[CH:7]=[CH:6][C:5]([C:8]([N:10]2[CH2:15][CH2:14][O:13][CH2:12][CH2:11]2)=[O:9])=[C:4]([CH2:16]O)[CH:3]=1.[C:18]1(=[O:28])[NH:22][C:21](=[O:23])[C:20]2=[CH:24][CH:25]=[CH:26][CH:27]=[C:19]12.C1(P(C2C=CC=CC=2)C2C=CC=CC=2)C=CC=CC=1.CCOC(/N=N/C(OCC)=O)=O.